Dataset: Forward reaction prediction with 1.9M reactions from USPTO patents (1976-2016). Task: Predict the product of the given reaction. (1) Given the reactants [Cl:1][C:2]1[N:18]=[CH:17][C:5]2[C:6]3[N:10]([CH2:11][CH2:12][O:13][C:4]=2[CH:3]=1)[CH:9]=[C:8]([C:14]([NH2:16])=[O:15])[N:7]=3.CO[CH:21](OC)[N:22]([CH3:24])[CH3:23], predict the reaction product. The product is: [CH3:21][N:22]([CH3:24])[CH:23]=[N:16][C:14]([C:8]1[N:7]=[C:6]2[N:10]([CH2:11][CH2:12][O:13][C:4]3[CH:3]=[C:2]([Cl:1])[N:18]=[CH:17][C:5]=32)[CH:9]=1)=[O:15]. (2) Given the reactants [CH2:1]([O:4][P:5]([O:11][CH2:12][C:13]1[C:14]([C:18]([OH:20])=O)=[CH:15][O:16][CH:17]=1)([O:7][CH2:8][CH:9]=[CH2:10])=[O:6])[CH:2]=[CH2:3].CN(C)C=O.C(Cl)(=O)C([Cl:29])=O.C1(C)C=CC=CC=1, predict the reaction product. The product is: [CH2:1]([O:4][P:5]([O:11][CH2:12][C:13]1[C:14]([C:18]([Cl:29])=[O:20])=[CH:15][O:16][CH:17]=1)([O:7][CH2:8][CH:9]=[CH2:10])=[O:6])[CH:2]=[CH2:3]. (3) Given the reactants COC1C=CC(C[N:8]2[C:12]3[N:13]=[CH:14][C:15]4[CH2:16][CH:17]([NH:21][C:22](=[O:29])[C:23]5[CH:28]=[CH:27][CH:26]=[CH:25][CH:24]=5)[CH2:18][CH2:19][C:20]=4[C:11]=3[CH:10]=[N:9]2)=CC=1.FC(F)(F)C(O)=O, predict the reaction product. The product is: [CH:10]1[C:11]2[C:20]3[CH2:19][CH2:18][CH:17]([NH:21][C:22](=[O:29])[C:23]4[CH:28]=[CH:27][CH:26]=[CH:25][CH:24]=4)[CH2:16][C:15]=3[CH:14]=[N:13][C:12]=2[NH:8][N:9]=1. (4) The product is: [F:1][C:2]1[CH:7]=[CH:6][C:5]2[N:8]=[C:10]([SH:15])[S:14][C:4]=2[CH:3]=1. Given the reactants [F:1][C:2]1[CH:3]=[C:4](N)[C:5]([NH2:8])=[CH:6][CH:7]=1.[C:10]([S-:15])(=[S:14])OCC.[K+].O.Cl, predict the reaction product. (5) Given the reactants [N:1]1(CO)[C:9]2[C:4](=[CH:5][CH:6]=[CH:7][CH:8]=2)[CH:3]=[CH:2]1.N1[CH:16]=[CH:15]N=C1.[Si:17](Cl)([C:20]([CH3:23])([CH3:22])[CH3:21])(C)C.[OH2:25].Cl[CH2:27]Cl, predict the reaction product. The product is: [C:20]([SiH2:17][O:25][C:15]([CH3:16])([CH3:27])[C:6]1[CH:5]=[C:4]2[C:9](=[CH:8][CH:7]=1)[NH:1][CH:2]=[CH:3]2)([CH3:23])([CH3:22])[CH3:21].